This data is from Reaction yield outcomes from USPTO patents with 853,638 reactions. The task is: Predict the reaction yield, written as a fraction of the theoretical maximum amount of product (1.0 means a 100% yield; for example, 0.34 means a 34% yield). (1) The reactants are [I:1][C:2]1[CH:10]=[CH:9][C:5]([C:6]([OH:8])=[O:7])=[C:4]([Br:11])[CH:3]=1.S(=O)(=O)(O)O.[CH2:17](O)[CH3:18]. No catalyst specified. The product is [Br:11][C:4]1[CH:3]=[C:2]([I:1])[CH:10]=[CH:9][C:5]=1[C:6]([O:8][CH2:17][CH3:18])=[O:7]. The yield is 0.920. (2) The reactants are Cl[C:2]1[C:7]([N+:8]([O-:10])=[O:9])=[CH:6][CH:5]=[CH:4][N:3]=1.[NH2:11][C:12]1[CH:17]=[CH:16][CH:15]=[CH:14][CH:13]=1.C(N(CC)CC)C. The catalyst is C(O)CCC. The product is [N+:8]([C:7]1[C:2]([NH:11][C:12]2[CH:17]=[CH:16][CH:15]=[CH:14][CH:13]=2)=[N:3][CH:4]=[CH:5][CH:6]=1)([O-:10])=[O:9]. The yield is 0.850. (3) The reactants are O=[O+][O-].[C:4]([NH:7][CH2:8][CH2:9][CH2:10][S:11]([O:14][CH2:15][C:16]([CH3:21])([CH3:20])[CH2:17][CH:18]=C)(=[O:13])=[O:12])(=[O:6])[CH3:5].C(=O)=[O:23].CC(C)=O.CSC. The catalyst is ClCCl. The product is [C:4]([NH:7][CH2:8][CH2:9][CH2:10][S:11]([O:14][CH2:15][C:16]([CH3:21])([CH3:20])[CH2:17][CH:18]=[O:23])(=[O:13])=[O:12])(=[O:6])[CH3:5]. The yield is 0.690. (4) The reactants are [Br-].[CH2:2]([N+:9]1[CH:14]=[CH:13][CH:12]=[C:11]([CH3:15])[C:10]=1[CH2:16][NH:17][C:18]([O:20][C:21]([CH3:24])([CH3:23])[CH3:22])=[O:19])[C:3]1[CH:8]=[CH:7][CH:6]=[CH:5][CH:4]=1.[BH4-].[Na+]. The catalyst is CO. The product is [CH2:2]([N:9]1[CH2:14][CH2:13][CH:12]=[C:11]([CH3:15])[CH:10]1[CH2:16][NH:17][C:18](=[O:19])[O:20][C:21]([CH3:24])([CH3:23])[CH3:22])[C:3]1[CH:8]=[CH:7][CH:6]=[CH:5][CH:4]=1. The yield is 0.630. (5) The reactants are [CH2:1]([N:3]1[C:11]2[C:6](=[CH:7][C:8]([C:12]3[NH:13][C:14]4[N:15]([N:19]=[CH:20][C:21]=4[C:22]([O:24]CC)=[O:23])[C:16](=[O:18])[CH:17]=3)=[CH:9][CH:10]=2)[CH:5]=[N:4]1)[CH3:2].[OH-].[Na+].O.Cl. The catalyst is CS(C)=O. The product is [CH2:1]([N:3]1[C:11]2[C:6](=[CH:7][C:8]([C:12]3[NH:13][C:14]4[N:15]([N:19]=[CH:20][C:21]=4[C:22]([OH:24])=[O:23])[C:16](=[O:18])[CH:17]=3)=[CH:9][CH:10]=2)[CH:5]=[N:4]1)[CH3:2]. The yield is 0.830. (6) The reactants are [C:1]1([C@@H:7]2[N:13]([C:14](=[O:19])[C:15]([CH3:18])([CH3:17])[CH3:16])[CH2:12][C:11]3[CH:20]=[CH:21][C:22]([C:24](OC)=[O:25])=[CH:23][C:10]=3[O:9][CH2:8]2)[CH:6]=[CH:5][CH:4]=[CH:3][CH:2]=1.[NH2:28][OH:29].[OH-].[Na+]. The catalyst is C1COCC1.CO. The product is [OH:29][NH:28][C:24]([C:22]1[CH:21]=[CH:20][C:11]2[CH2:12][N:13]([C:14](=[O:19])[C:15]([CH3:18])([CH3:17])[CH3:16])[C@@H:7]([C:1]3[CH:6]=[CH:5][CH:4]=[CH:3][CH:2]=3)[CH2:8][O:9][C:10]=2[CH:23]=1)=[O:25]. The yield is 0.390. (7) The reactants are [Cl:1][C:2]1[CH:3]=[C:4]([CH:21]=[CH:22][CH:23]=1)[C:5]([NH:7][C:8]1[C:9]([N:15]2[CH2:20][CH2:19][NH:18][CH2:17][CH2:16]2)=[N:10][CH:11]=[C:12]([Cl:14])[CH:13]=1)=[O:6].Cl[CH2:25][CH2:26][N:27]1[CH2:32][CH2:31][CH2:30][CH2:29][CH2:28]1. The catalyst is C(#N)C. The product is [Cl:1][C:2]1[CH:3]=[C:4]([CH:21]=[CH:22][CH:23]=1)[C:5]([NH:7][C:8]1[C:9]([N:15]2[CH2:20][CH2:19][N:18]([CH2:25][CH2:26][N:27]3[CH2:32][CH2:31][CH2:30][CH2:29][CH2:28]3)[CH2:17][CH2:16]2)=[N:10][CH:11]=[C:12]([Cl:14])[CH:13]=1)=[O:6]. The yield is 0.260.